This data is from Reaction yield outcomes from USPTO patents with 853,638 reactions. The task is: Predict the reaction yield, written as a fraction of the theoretical maximum amount of product (1.0 means a 100% yield; for example, 0.34 means a 34% yield). (1) The reactants are [F:1][C:2]1[CH:7]=[CH:6][C:5]([N:8]2[C:16]3[C:11](=[CH:12][C:13]([CH:17]([C:25]4[CH:30]=[CH:29][CH:28]=[CH:27][CH:26]=4)[CH:18]([CH2:22][CH2:23][CH3:24])[C:19]([NH2:21])=O)=[CH:14][CH:15]=3)[CH:10]=[N:9]2)=[CH:4][CH:3]=1.[H-].[Al+3].[Li+].[H-].[H-].[H-].C(OCC)C. The catalyst is C1COCC1. The product is [F:1][C:2]1[CH:3]=[CH:4][C:5]([N:8]2[C:16]3[C:11](=[CH:12][C:13]([CH:17]([C:25]4[CH:26]=[CH:27][CH:28]=[CH:29][CH:30]=4)[CH:18]([CH2:22][CH2:23][CH3:24])[CH2:19][NH2:21])=[CH:14][CH:15]=3)[CH:10]=[N:9]2)=[CH:6][CH:7]=1. The yield is 0.940. (2) The reactants are [CH3:1][C:2]1[O:3][N:4]=[C:5]2[C:14]3[C:9](=[CH:10][N:11]=[CH:12][CH:13]=3)[N:8]([CH:15]3[CH2:20][CH2:19][CH2:18][CH:17]([C:21](O)=[O:22])[CH2:16]3)[C:7](=[O:24])[C:6]=12.Cl.CN(C)CCCN=C=NCC.ON1C2N=CC=CC=2N=N1.C(N(CC)C(C)C)(C)C.[CH2:56]([NH2:63])[C:57]1[CH:62]=[CH:61][CH:60]=[CH:59][CH:58]=1. The catalyst is CN(C)C=O. The product is [CH2:56]([NH:63][C:21]([CH:17]1[CH2:18][CH2:19][CH2:20][CH:15]([N:8]2[C:9]3[C:14](=[CH:13][CH:12]=[N:11][CH:10]=3)[C:5]3=[N:4][O:3][C:2]([CH3:1])=[C:6]3[C:7]2=[O:24])[CH2:16]1)=[O:22])[C:57]1[CH:62]=[CH:61][CH:60]=[CH:59][CH:58]=1. The yield is 0.940. (3) The reactants are [F:1][C:2]1[C:7](I)=[C:6]([F:9])[C:5]([O:10][CH3:11])=[CH:4][C:3]=1[O:12][CH3:13].[CH3:14][Si:15]([C:18]#[CH:19])([CH3:17])[CH3:16].C(N(CC)CC)C.CN(C)C=O. The catalyst is [Cu]I.Cl[Pd](Cl)([P](C1C=CC=CC=1)(C1C=CC=CC=1)C1C=CC=CC=1)[P](C1C=CC=CC=1)(C1C=CC=CC=1)C1C=CC=CC=1. The product is [F:1][C:2]1[C:3]([O:12][CH3:13])=[CH:4][C:5]([O:10][CH3:11])=[C:6]([F:9])[C:7]=1[C:19]#[C:18][Si:15]([CH3:17])([CH3:16])[CH3:14]. The yield is 0.940.